Predict the product of the given reaction. From a dataset of Forward reaction prediction with 1.9M reactions from USPTO patents (1976-2016). (1) Given the reactants Br[C:2]1[CH:9]=[C:8]([N:10]2[C:18]3[CH2:17][C:16]([CH3:20])([CH3:19])[CH2:15][C:14](=[O:21])[C:13]=3[C:12]([C:22]([F:25])([F:24])[F:23])=[N:11]2)[CH:7]=[CH:6][C:3]=1[C:4]#[N:5].[C:26]([N:33]1[CH2:37][CH2:36][C@H:35]([NH2:38])[CH2:34]1)([O:28][C:29]([CH3:32])([CH3:31])[CH3:30])=[O:27].CC([O-])(C)C.[Na+], predict the reaction product. The product is: [C:29]([O:28][C:26]([N:33]1[CH2:37][CH2:36][C@H:35]([NH:38][C:2]2[CH:9]=[C:8]([N:10]3[C:18]4[CH2:17][C:16]([CH3:20])([CH3:19])[CH2:15][C:14](=[O:21])[C:13]=4[C:12]([C:22]([F:24])([F:25])[F:23])=[N:11]3)[CH:7]=[CH:6][C:3]=2[C:4]#[N:5])[CH2:34]1)=[O:27])([CH3:32])([CH3:30])[CH3:31]. (2) Given the reactants Br[C:2]1[CH:3]=[C:4]([N:12]([CH2:22][C:23]2[CH:28]=[CH:27][C:26]([O:29][CH3:30])=[CH:25][CH:24]=2)[CH2:13][C:14]2[CH:19]=[CH:18][C:17]([O:20][CH3:21])=[CH:16][CH:15]=2)[C:5]2[N:9]=[CH:8][N:7]([CH3:10])[C:6]=2[CH:11]=1.[B:31]1([B:31]2[O:35][C:34]([CH3:37])([CH3:36])[C:33]([CH3:39])([CH3:38])[O:32]2)[O:35][C:34]([CH3:37])([CH3:36])[C:33]([CH3:39])([CH3:38])[O:32]1.C(Cl)Cl.CC([O-])=O.[K+], predict the reaction product. The product is: [CH3:21][O:20][C:17]1[CH:18]=[CH:19][C:14]([CH2:13][N:12]([CH2:22][C:23]2[CH:28]=[CH:27][C:26]([O:29][CH3:30])=[CH:25][CH:24]=2)[C:4]2[C:5]3[N:9]=[CH:8][N:7]([CH3:10])[C:6]=3[CH:11]=[C:2]([B:31]3[O:35][C:34]([CH3:37])([CH3:36])[C:33]([CH3:39])([CH3:38])[O:32]3)[CH:3]=2)=[CH:15][CH:16]=1.